This data is from Forward reaction prediction with 1.9M reactions from USPTO patents (1976-2016). The task is: Predict the product of the given reaction. (1) Given the reactants [F:1][C:2]1[CH:7]=[CH:6][C:5]([CH:8]2[CH2:13][CH2:12][N:11]([C:14]([O:16][C:17]([CH3:20])([CH3:19])[CH3:18])=[O:15])[CH2:10][CH:9]2[OH:21])=[CH:4][CH:3]=1.Br[CH2:23][C:24]1[CH:31]=[CH:30][CH:29]=[CH:28][C:25]=1[C:26]#[N:27], predict the reaction product. The product is: [C:26]([C:25]1[CH:28]=[CH:29][CH:30]=[CH:31][C:24]=1[CH2:23][O:21][CH:9]1[CH:8]([C:5]2[CH:4]=[CH:3][C:2]([F:1])=[CH:7][CH:6]=2)[CH2:13][CH2:12][N:11]([C:14]([O:16][C:17]([CH3:18])([CH3:20])[CH3:19])=[O:15])[CH2:10]1)#[N:27]. (2) Given the reactants [O:1]=[C:2]1[C:7]([C:14]2[CH:19]=[CH:18][CH:17]=[CH:16][CH:15]=2)([C:8]2[CH:13]=[CH:12][CH:11]=[CH:10][CH:9]=2)[CH2:6][CH2:5][CH2:4][N:3]1[CH2:20][C:21]([OH:23])=O.[Cl:24][C:25]1[CH:37]=[CH:36][C:28]([O:29][CH:30]2[CH2:35][CH2:34][NH:33][CH2:32][CH2:31]2)=[CH:27][CH:26]=1.C(N=C=NCCCN(C)C)C, predict the reaction product. The product is: [Cl:24][C:25]1[CH:37]=[CH:36][C:28]([O:29][CH:30]2[CH2:31][CH2:32][N:33]([C:21](=[O:23])[CH2:20][N:3]3[CH2:4][CH2:5][CH2:6][C:7]([C:14]4[CH:19]=[CH:18][CH:17]=[CH:16][CH:15]=4)([C:8]4[CH:13]=[CH:12][CH:11]=[CH:10][CH:9]=4)[C:2]3=[O:1])[CH2:34][CH2:35]2)=[CH:27][CH:26]=1. (3) Given the reactants P(Br)(Br)[Br:2].[Br:5][C:6]1[CH:11]=[CH:10][C:9]([CH2:12]O)=[C:8]([Cl:14])[CH:7]=1.[OH-].[Na+], predict the reaction product. The product is: [Br:5][C:6]1[CH:11]=[CH:10][C:9]([CH2:12][Br:2])=[C:8]([Cl:14])[CH:7]=1. (4) The product is: [N:1]([CH2:6][CH2:5][CH2:11][S:8]([OH:10])(=[O:9])=[O:7])=[N+:2]=[N-:3]. Given the reactants [N-:1]=[N+:2]=[N-:3].[Na+].[CH2:5]1[CH2:11][S:8](=[O:10])(=[O:9])[O:7][CH2:6]1, predict the reaction product. (5) The product is: [CH2:9]([O:8][P:1]([O-:13])([O:3][CH2:4][CH2:5][CH2:6][CH3:7])=[O:2])[CH2:10][CH2:11][CH3:12].[CH3:23][NH+:24]1[CH2:28][CH:27]([CH3:29])[N:26]([CH3:30])[CH:25]1[CH3:31]. Given the reactants [P:1]([O:13]CCCC)([O:8][CH2:9][CH2:10][CH2:11][CH3:12])([O:3][CH2:4][CH2:5][CH2:6][CH3:7])=[O:2].COC(=O)[O-].[CH3:23][NH+:24]1[CH2:28][CH:27]([CH3:29])[N:26]([CH3:30])[CH:25]1[CH3:31].O, predict the reaction product. (6) Given the reactants [C:1]([O:5][C:6](=[O:18])[NH:7][C:8]1[CH:13]=[C:12]([O:14][CH2:15][CH3:16])[CH:11]=[CH:10][C:9]=1[NH2:17])([CH3:4])([CH3:3])[CH3:2].C([O:23][C:24](=O)[CH2:25][C:26](=[O:39])[C:27]1[CH:32]=[CH:31][CH:30]=[C:29]([C:33]2[CH:34]=[N:35][CH:36]=[CH:37][CH:38]=2)[CH:28]=1)(C)(C)C, predict the reaction product. The product is: [C:1]([O:5][C:6](=[O:18])[NH:7][C:8]1[CH:13]=[C:12]([O:14][CH2:15][CH3:16])[CH:11]=[CH:10][C:9]=1[NH:17][C:24](=[O:23])[CH2:25][C:26](=[O:39])[C:27]1[CH:32]=[CH:31][CH:30]=[C:29]([C:33]2[CH:34]=[N:35][CH:36]=[CH:37][CH:38]=2)[CH:28]=1)([CH3:2])([CH3:4])[CH3:3]. (7) The product is: [CH3:24][N:23]([CH2:25][C:26]1[CH:34]=[CH:33][C:29]([C:30]([NH:21][C:16]2[CH:17]=[CH:18][C:19]([CH3:20])=[C:14]([NH:13][C:7]3[C:6]4[C:11](=[CH:12][C:3]([O:2][CH3:1])=[CH:4][CH:5]=4)[N:10]=[CH:9][N:8]=3)[CH:15]=2)=[O:31])=[CH:28][C:27]=1[C:35]([F:36])([F:38])[F:37])[CH3:22]. Given the reactants [CH3:1][O:2][C:3]1[CH:12]=[C:11]2[C:6]([C:7]([NH:13][C:14]3[CH:15]=[C:16]([NH2:21])[CH:17]=[CH:18][C:19]=3[CH3:20])=[N:8][CH:9]=[N:10]2)=[CH:5][CH:4]=1.[CH3:22][N:23]([CH2:25][C:26]1[CH:34]=[CH:33][C:29]([C:30](O)=[O:31])=[CH:28][C:27]=1[C:35]([F:38])([F:37])[F:36])[CH3:24].CN(C(ON1N=NC2C=CC=NC1=2)=[N+](C)C)C.F[P-](F)(F)(F)(F)F.CCN(C(C)C)C(C)C, predict the reaction product.